Predict the reaction yield, written as a fraction of the theoretical maximum amount of product (1.0 means a 100% yield; for example, 0.34 means a 34% yield). From a dataset of Reaction yield outcomes from USPTO patents with 853,638 reactions. The reactants are [C:1]1(=[O:7])[O:6][C:4](=[O:5])[CH:3]=[CH:2]1.[O:8]1[CH:12]=[CH:11][CH:10]=[CH:9]1. The catalyst is C1(C)C=CC=CC=1. The product is [CH:9]12[O:8][CH:12]([CH:11]=[CH:10]1)[CH:3]1[CH:2]2[C:1](=[O:7])[O:6][C:4]1=[O:5]. The yield is 0.870.